This data is from Forward reaction prediction with 1.9M reactions from USPTO patents (1976-2016). The task is: Predict the product of the given reaction. Given the reactants [CH3:1][C:2]1[CH:11]=[C:10]([N:12]2[CH2:16][CH2:15][CH:14]([C:17]3[CH:22]=[CH:21][CH:20]=[CH:19][CH:18]=3)[CH2:13]2)[C:9]2[C:4](=[CH:5][CH:6]=[C:7]([NH2:23])[CH:8]=2)[N:3]=1.[C:24]1([S:30]([Cl:33])(=[O:32])=[O:31])[CH:29]=[CH:28][CH:27]=[CH:26][CH:25]=1.N1C=CC=CC=1, predict the reaction product. The product is: [ClH:33].[CH3:1][C:2]1[CH:11]=[C:10]([N:12]2[CH2:16][CH2:15][CH:14]([C:17]3[CH:22]=[CH:21][CH:20]=[CH:19][CH:18]=3)[CH2:13]2)[C:9]2[C:4](=[CH:5][CH:6]=[C:7]([NH:23][S:30]([C:24]3[CH:29]=[CH:28][CH:27]=[CH:26][CH:25]=3)(=[O:32])=[O:31])[CH:8]=2)[N:3]=1.